Dataset: NCI-60 drug combinations with 297,098 pairs across 59 cell lines. Task: Regression. Given two drug SMILES strings and cell line genomic features, predict the synergy score measuring deviation from expected non-interaction effect. (1) Drug 1: CCC(=C(C1=CC=CC=C1)C2=CC=C(C=C2)OCCN(C)C)C3=CC=CC=C3.C(C(=O)O)C(CC(=O)O)(C(=O)O)O. Drug 2: C1=NC2=C(N1)C(=S)N=CN2. Cell line: SNB-75. Synergy scores: CSS=16.8, Synergy_ZIP=-4.36, Synergy_Bliss=2.85, Synergy_Loewe=-24.2, Synergy_HSA=-1.66. (2) Drug 1: C1=NC2=C(N1)C(=S)N=C(N2)N. Drug 2: C1=CC(=CC=C1C#N)C(C2=CC=C(C=C2)C#N)N3C=NC=N3. Cell line: MDA-MB-231. Synergy scores: CSS=7.60, Synergy_ZIP=-3.31, Synergy_Bliss=-1.55, Synergy_Loewe=-5.14, Synergy_HSA=-1.49. (3) Drug 1: CC1C(C(CC(O1)OC2CC(CC3=C2C(=C4C(=C3O)C(=O)C5=C(C4=O)C(=CC=C5)OC)O)(C(=O)C)O)N)O.Cl. Drug 2: CC1=C(N=C(N=C1N)C(CC(=O)N)NCC(C(=O)N)N)C(=O)NC(C(C2=CN=CN2)OC3C(C(C(C(O3)CO)O)O)OC4C(C(C(C(O4)CO)O)OC(=O)N)O)C(=O)NC(C)C(C(C)C(=O)NC(C(C)O)C(=O)NCCC5=NC(=CS5)C6=NC(=CS6)C(=O)NCCC[S+](C)C)O. Cell line: HOP-62. Synergy scores: CSS=45.7, Synergy_ZIP=-0.214, Synergy_Bliss=3.18, Synergy_Loewe=2.08, Synergy_HSA=3.21. (4) Drug 1: CC(C1=C(C=CC(=C1Cl)F)Cl)OC2=C(N=CC(=C2)C3=CN(N=C3)C4CCNCC4)N. Drug 2: C1CNP(=O)(OC1)N(CCCl)CCCl. Cell line: SF-268. Synergy scores: CSS=1.33, Synergy_ZIP=0.486, Synergy_Bliss=0.126, Synergy_Loewe=-6.75, Synergy_HSA=-3.56. (5) Drug 1: COC1=CC(=CC(=C1O)OC)C2C3C(COC3=O)C(C4=CC5=C(C=C24)OCO5)OC6C(C(C7C(O6)COC(O7)C8=CC=CS8)O)O. Drug 2: C1=CC=C(C(=C1)C(C2=CC=C(C=C2)Cl)C(Cl)Cl)Cl. Cell line: SN12C. Synergy scores: CSS=43.5, Synergy_ZIP=-6.04, Synergy_Bliss=1.66, Synergy_Loewe=-50.8, Synergy_HSA=2.35. (6) Drug 1: CC1C(C(=O)NC(C(=O)N2CCCC2C(=O)N(CC(=O)N(C(C(=O)O1)C(C)C)C)C)C(C)C)NC(=O)C3=C4C(=C(C=C3)C)OC5=C(C(=O)C(=C(C5=N4)C(=O)NC6C(OC(=O)C(N(C(=O)CN(C(=O)C7CCCN7C(=O)C(NC6=O)C(C)C)C)C)C(C)C)C)N)C. Drug 2: CN(C(=O)NC(C=O)C(C(C(CO)O)O)O)N=O. Cell line: HS 578T. Synergy scores: CSS=6.32, Synergy_ZIP=-2.96, Synergy_Bliss=-0.239, Synergy_Loewe=-10.0, Synergy_HSA=-0.858.